This data is from Reaction yield outcomes from USPTO patents with 853,638 reactions. The task is: Predict the reaction yield, written as a fraction of the theoretical maximum amount of product (1.0 means a 100% yield; for example, 0.34 means a 34% yield). The yield is 0.890. No catalyst specified. The product is [Cl:16][CH2:11][C:9]1[CH:8]=[CH:7][C:5]2[O:6][C:2]([F:13])([F:1])[O:3][C:4]=2[CH:10]=1. The reactants are [F:1][C:2]1([F:13])[O:6][C:5]2[CH:7]=[CH:8][C:9]([CH2:11]O)=[CH:10][C:4]=2[O:3]1.S(Cl)([Cl:16])=O.